Dataset: Catalyst prediction with 721,799 reactions and 888 catalyst types from USPTO. Task: Predict which catalyst facilitates the given reaction. (1) Reactant: [C:1](=[O:3])=[O:2].[CH3:4][C:5](C)=O.[CH:8](NC(C)C)(C)C.C([Li])CCC.[C:20]([O:23][CH2:24][CH3:25])(=[O:22])[CH3:21].FC(F)(F)S(O[Si:32](OS(C(F)(F)F)(=O)=O)([CH2:37][CH:38]([CH3:40])[CH3:39])[CH2:33][CH:34]([CH3:36])[CH3:35])(=O)=O. Product: [CH2:33]([Si:32]([CH2:37][CH:38]([CH3:40])[CH3:39])([CH2:21][C:20]([O:23][CH2:24][CH3:25])=[O:22])[CH2:8][C:1]([O:3][CH2:4][CH3:5])=[O:2])[CH:34]([CH3:36])[CH3:35]. The catalyst class is: 1. (2) Reactant: [CH2:1]([Sn:5]([CH2:23][CH2:24][CH2:25][CH3:26])([CH2:19][CH2:20][CH2:21][CH3:22])[Sn:5]([CH2:19][CH2:20][CH2:21][CH3:22])([CH2:23][CH2:24][CH2:25][CH3:26])[CH2:1][CH2:2][CH2:3][CH3:4])[CH2:2][CH2:3][CH3:4].C([Li])CCC.Cl[C:33]1[N:38]=[CH:37][C:36]([C:39]#[N:40])=[CH:35][CH:34]=1. Product: [CH2:23]([Sn:5]([CH2:1][CH2:2][CH2:3][CH3:4])([CH2:19][CH2:20][CH2:21][CH3:22])[C:33]1[N:38]=[CH:37][C:36]([C:39]#[N:40])=[CH:35][CH:34]=1)[CH2:24][CH2:25][CH3:26]. The catalyst class is: 7. (3) Reactant: [N+:1]([O-:4])(O)=[O:2].[Br:5][C:6]1[CH:15]=[CH:14][C:13]2[C:8](=[CH:9][CH:10]=[C:11]([O:16][CH3:17])[CH:12]=2)[CH:7]=1. Product: [Br:5][C:6]1[CH:7]=[C:8]2[C:13](=[CH:14][CH:15]=1)[C:12]([N+:1]([O-:4])=[O:2])=[C:11]([O:16][CH3:17])[CH:10]=[CH:9]2. The catalyst class is: 52.